Dataset: Full USPTO retrosynthesis dataset with 1.9M reactions from patents (1976-2016). Task: Predict the reactants needed to synthesize the given product. (1) Given the product [CH3:14][C:15]1[CH:16]=[CH:17][C:18]([SH:21])=[C:19]([CH:20]=1)[CH:25]=[O:26], predict the reactants needed to synthesize it. The reactants are: CN(C)CCN(C)C.[Li]CCCC.[CH3:14][C:15]1[CH:20]=[CH:19][C:18]([SH:21])=[CH:17][CH:16]=1.CN([CH:25]=[O:26])C. (2) The reactants are: [C:1]([C:4]1[CH:5]=[CH:6][C:7]([NH:20][C:21]([CH:23]2[CH2:28][CH2:27][N:26]([C:29]([O:31][C:32]([CH3:35])([CH3:34])[CH3:33])=[O:30])[CH2:25][CH2:24]2)=[O:22])=[C:8]([CH:19]=1)[C:9]([NH:11][C:12]1[CH:17]=[CH:16][C:15]([Cl:18])=[CH:14][N:13]=1)=[O:10])(=[O:3])[CH3:2].[BH4-].[Na+].O. Given the product [C:32]([O:31][C:29]([N:26]1[CH2:27][CH2:28][CH:23]([C:21]([NH:20][C:7]2[CH:6]=[CH:5][C:4]([CH:1]([OH:3])[CH3:2])=[CH:19][C:8]=2[C:9]([NH:11][C:12]2[CH:17]=[CH:16][C:15]([Cl:18])=[CH:14][N:13]=2)=[O:10])=[O:22])[CH2:24][CH2:25]1)=[O:30])([CH3:35])([CH3:33])[CH3:34], predict the reactants needed to synthesize it.